From a dataset of NCI-60 drug combinations with 297,098 pairs across 59 cell lines. Regression. Given two drug SMILES strings and cell line genomic features, predict the synergy score measuring deviation from expected non-interaction effect. (1) Drug 1: CN(C)N=NC1=C(NC=N1)C(=O)N. Drug 2: C(CC(=O)O)C(=O)CN.Cl. Cell line: HL-60(TB). Synergy scores: CSS=24.7, Synergy_ZIP=21.8, Synergy_Bliss=14.7, Synergy_Loewe=6.92, Synergy_HSA=14.6. (2) Drug 1: CC12CCC(CC1=CCC3C2CCC4(C3CC=C4C5=CN=CC=C5)C)O. Drug 2: CC1=C(C(=O)C2=C(C1=O)N3CC4C(C3(C2COC(=O)N)OC)N4)N. Cell line: TK-10. Synergy scores: CSS=16.4, Synergy_ZIP=-0.262, Synergy_Bliss=11.2, Synergy_Loewe=6.92, Synergy_HSA=10.6. (3) Drug 1: C1=CC(=C2C(=C1NCCNCCO)C(=O)C3=C(C=CC(=C3C2=O)O)O)NCCNCCO. Drug 2: CC1OCC2C(O1)C(C(C(O2)OC3C4COC(=O)C4C(C5=CC6=C(C=C35)OCO6)C7=CC(=C(C(=C7)OC)O)OC)O)O. Cell line: NCI-H226. Synergy scores: CSS=43.4, Synergy_ZIP=-0.761, Synergy_Bliss=1.01, Synergy_Loewe=3.61, Synergy_HSA=7.01. (4) Drug 1: CC(CN1CC(=O)NC(=O)C1)N2CC(=O)NC(=O)C2. Drug 2: CC1C(C(CC(O1)OC2CC(CC3=C2C(=C4C(=C3O)C(=O)C5=C(C4=O)C(=CC=C5)OC)O)(C(=O)C)O)N)O.Cl. Cell line: SF-539. Synergy scores: CSS=33.3, Synergy_ZIP=2.59, Synergy_Bliss=2.40, Synergy_Loewe=1.78, Synergy_HSA=3.78.